Binary Classification. Given a drug SMILES string, predict its activity (active/inactive) in a high-throughput screening assay against a specified biological target. From a dataset of HIV replication inhibition screening data with 41,000+ compounds from the AIDS Antiviral Screen. The result is 0 (inactive). The drug is CC(=O)N=C1N(C)C(=Cc2ccc(Cl)cc2Cl)C(=O)N1C=C1C(=O)Oc2ccccc2C1=O.